This data is from Forward reaction prediction with 1.9M reactions from USPTO patents (1976-2016). The task is: Predict the product of the given reaction. (1) The product is: [CH3:19][N:16]1[CH2:15][CH2:14][N:13]([C:11]([C:4]2[CH:5]=[CH:6][C:7]([N+:8]([O-:10])=[O:9])=[C:2]([CH:1]=[CH:25][N:23]3[CH2:22][CH2:30][CH2:29][CH2:24]3)[CH:3]=2)=[O:12])[CH2:18][CH2:17]1. Given the reactants [CH3:1][C:2]1[CH:3]=[C:4]([C:11]([N:13]2[CH2:18][CH2:17][N:16]([CH3:19])[CH2:15][CH2:14]2)=[O:12])[CH:5]=[CH:6][C:7]=1[N+:8]([O-:10])=[O:9].CO[CH:22](OC)[N:23]([CH3:25])[CH3:24].N1CC[CH2:30][CH2:29]1.[OH-].[Na+], predict the reaction product. (2) Given the reactants [Cl:1][C:2]1[CH:7]=[CH:6][CH:5]=[C:4]([N:8]2[CH2:13][CH2:12][N:11]([CH2:14][CH3:15])[CH2:10][CH2:9]2)[C:3]=1[CH2:16][S:17][C:18]1[N:23]=[C:22]([OH:24])[CH:21]=[C:20]([CH3:25])[N:19]=1.[ClH:26].O1CCOCC1, predict the reaction product. The product is: [ClH:1].[ClH:26].[Cl:1][C:2]1[CH:7]=[CH:6][CH:5]=[C:4]([N:8]2[CH2:9][CH2:10][N:11]([CH2:14][CH3:15])[CH2:12][CH2:13]2)[C:3]=1[CH2:16][S:17][C:18]1[N:23]=[C:22]([OH:24])[CH:21]=[C:20]([CH3:25])[N:19]=1. (3) Given the reactants Cl[CH2:2][C:3]1[CH:8]=[CH:7][C:6]([CH:9]2[CH2:14][CH2:13][N:12]([C:15]([O:17][CH2:18][C:19]3[CH:24]=[CH:23][CH:22]=[CH:21][CH:20]=3)=[O:16])[CH2:11][CH:10]2[O:25][CH2:26][C:27]2[CH:28]=[CH:29][C:30]3[O:35][CH2:34][CH2:33][N:32]([CH2:36][CH2:37][CH2:38][O:39][CH3:40])[C:31]=3[CH:41]=2)=[CH:5][CH:4]=1.[OH:42][C:43]1[CH:51]=[CH:50][CH:49]=[C:48]2[C:44]=1[CH:45]=[CH:46][NH:47]2, predict the reaction product. The product is: [NH:47]1[C:48]2[C:44](=[C:43]([O:42][CH2:2][C:3]3[CH:8]=[CH:7][C:6]([CH:9]4[CH2:14][CH2:13][N:12]([C:15]([O:17][CH2:18][C:19]5[CH:24]=[CH:23][CH:22]=[CH:21][CH:20]=5)=[O:16])[CH2:11][CH:10]4[O:25][CH2:26][C:27]4[CH:28]=[CH:29][C:30]5[O:35][CH2:34][CH2:33][N:32]([CH2:36][CH2:37][CH2:38][O:39][CH3:40])[C:31]=5[CH:41]=4)=[CH:5][CH:4]=3)[CH:51]=[CH:50][CH:49]=2)[CH:45]=[CH:46]1. (4) Given the reactants [C:1]1([C:8]2[CH:13]=[CH:12][CH:11]=[CH:10][CH:9]=2)[C:2]([NH2:7])=[CH:3][CH:4]=[CH:5][CH:6]=1.Br[C:15]1[CH:20]=[CH:19][CH:18]=[CH:17][C:16]=1[C:21]1[CH:26]=[CH:25][CH:24]=[CH:23][CH:22]=1.C(O[Na])(C)(C)C, predict the reaction product. The product is: [C:1]1([C:8]2[CH:9]=[CH:10][CH:11]=[CH:12][CH:13]=2)[CH:6]=[CH:5][CH:4]=[CH:3][C:2]=1[NH:7][C:26]1[CH:25]=[CH:24][CH:23]=[CH:22][C:21]=1[C:16]1[CH:15]=[CH:20][CH:19]=[CH:18][CH:17]=1. (5) The product is: [N:17]1[C:10]2[CH:11]=[CH:12][CH:13]=[CH:14][C:9]=2[NH:8][CH:1]=1. Given the reactants [CH2:1]([NH:8][C:9]1[C:10]([NH2:17])=[CH:11][CH:12]=[C:13](OC)[CH:14]=1)C1C=CC=CC=1.COC(OC)(OC)C1C=CC=CC=1, predict the reaction product. (6) Given the reactants [OH:1][C:2]1[CH:7]=[CH:6][C:5]([NH:8][C:9]([C:11]2[C:12](=[O:24])[N:13]([C:18]3[CH:23]=[CH:22][CH:21]=[CH:20][CH:19]=3)[N:14]([CH3:17])[C:15]=2[CH3:16])=[O:10])=[CH:4][CH:3]=1.[H-].[Na+].[Cl:27][C:28]1[C:29]([C:35]([NH2:37])=[O:36])=[N:30][CH:31]=[CH:32][C:33]=1Cl, predict the reaction product. The product is: [Cl:27][C:28]1[C:29]([C:35]([NH2:37])=[O:36])=[N:30][CH:31]=[CH:32][C:33]=1[O:1][C:2]1[CH:7]=[CH:6][C:5]([NH:8][C:9]([C:11]2[C:12](=[O:24])[N:13]([C:18]3[CH:19]=[CH:20][CH:21]=[CH:22][CH:23]=3)[N:14]([CH3:17])[C:15]=2[CH3:16])=[O:10])=[CH:4][CH:3]=1. (7) Given the reactants [CH2:1]([O:3][C:4]([C:6]1([CH2:19][CH2:20][CH:21]=C)[CH2:11][CH2:10][N:9]([C:12]([O:14][C:15]([CH3:18])([CH3:17])[CH3:16])=[O:13])[CH2:8][CH2:7]1)=[O:5])[CH3:2].CC([OH:26])C, predict the reaction product. The product is: [CH2:1]([O:3][C:4]([C:6]1([CH2:19][CH2:20][CH:21]=[O:26])[CH2:11][CH2:10][N:9]([C:12]([O:14][C:15]([CH3:18])([CH3:16])[CH3:17])=[O:13])[CH2:8][CH2:7]1)=[O:5])[CH3:2].